From a dataset of Full USPTO retrosynthesis dataset with 1.9M reactions from patents (1976-2016). Predict the reactants needed to synthesize the given product. (1) Given the product [Cl:56][C:57]1[CH:65]=[CH:64][C:60]([C:61]([NH:49][CH2:48][CH2:47][CH:44]2[CH2:45][CH2:46][N:41]([C:50]3[CH:55]=[CH:54][N:53]=[CH:52][CH:51]=3)[CH2:42][CH2:43]2)=[O:62])=[CH:59][C:58]=1[C:66]1[NH:70][C:69]2[CH:71]=[CH:72][CH:73]=[C:74]([Cl:75])[C:68]=2[N:67]=1, predict the reactants needed to synthesize it. The reactants are: ClC1C2N=C(C3C=C(C=CC=3)C(NCCC3CCN(C4C=CN=CC=4)CC3)=O)SC=2C=CC=1.FC(F)(F)C(O)=O.[N:41]1([C:50]2[CH:55]=[CH:54][N:53]=[CH:52][CH:51]=2)[CH2:46][CH2:45][CH:44]([CH2:47][CH2:48][NH2:49])[CH2:43][CH2:42]1.[Cl:56][C:57]1[CH:65]=[CH:64][C:60]([C:61](O)=[O:62])=[CH:59][C:58]=1[C:66]1[NH:70][C:69]2[CH:71]=[CH:72][CH:73]=[C:74]([Cl:75])[C:68]=2[N:67]=1.B(O)O.COC(=O)C1C=CC(Cl)=C(CO)C=1. (2) Given the product [F:1][C:2]1[CH:7]=[CH:6][CH:5]=[CH:4][C:3]=1[C:8]1[CH:13]=[CH:12][N:11]=[C:10]([NH2:14])[C:9]=1[NH2:15], predict the reactants needed to synthesize it. The reactants are: [F:1][C:2]1[CH:7]=[CH:6][CH:5]=[CH:4][C:3]=1[C:8]1[CH:13]=[CH:12][N:11]=[C:10]([NH2:14])[C:9]=1[N+:15]([O-])=O. (3) Given the product [C:42]12([C:37]3[CH:36]=[C:35]([C:32]4[CH:33]=[CH:34][C:29]([CH:28]=[CH:27][C:26]([O:25][C:21]([CH3:24])([CH3:23])[CH3:22])=[O:52])=[CH:30][CH:31]=4)[CH:40]=[CH:39][C:38]=3[O:41][C:1](=[O:19])[CH2:2][CH2:3][CH2:4][CH2:5][CH2:6][CH2:7][CH2:8]/[CH:9]=[CH:10]/[CH2:11][CH:12]=[CH:13][CH2:14][CH2:15][CH2:16][CH2:17][CH3:18])[CH2:43][CH:44]3[CH2:50][CH:48]([CH2:47][CH:46]([CH2:45]3)[CH2:51]1)[CH2:49]2, predict the reactants needed to synthesize it. The reactants are: [C:1](Cl)(=[O:19])[CH2:2][CH2:3][CH2:4][CH2:5][CH2:6][CH2:7][CH2:8]/[CH:9]=[CH:10]\[CH2:11]/[CH:12]=[CH:13]\[CH2:14][CH2:15][CH2:16][CH2:17][CH3:18].[C:21]([O:25][C:26](=[O:52])/[CH:27]=[CH:28]/[C:29]1[CH:34]=[CH:33][C:32]([C:35]2[CH:40]=[CH:39][C:38]([OH:41])=[C:37]([C:42]34[CH2:51][CH:46]5[CH2:47][CH:48]([CH2:50][CH:44]([CH2:45]5)[CH2:43]3)[CH2:49]4)[CH:36]=2)=[CH:31][CH:30]=1)([CH3:24])([CH3:23])[CH3:22].CCOC(C)=O. (4) Given the product [F:15][C:14]([F:17])([F:16])[O:13][C:10]1[CH:11]=[CH:12][C:7]([N:4]2[CH:5]=[N:6][C:2]([C:26]3[CH:43]=[CH:42][C:29]([CH2:30][NH:31][C:32](=[O:41])[O:33][CH2:34][C:35]4[CH:36]=[CH:37][CH:38]=[CH:39][CH:40]=4)=[CH:28][CH:27]=3)=[N:3]2)=[CH:8][CH:9]=1, predict the reactants needed to synthesize it. The reactants are: Br[C:2]1[N:6]=[CH:5][N:4]([C:7]2[CH:12]=[CH:11][C:10]([O:13][C:14]([F:17])([F:16])[F:15])=[CH:9][CH:8]=2)[N:3]=1.CC1(C)C(C)(C)OB([C:26]2[CH:43]=[CH:42][C:29]([CH2:30][NH:31][C:32](=[O:41])[O:33][CH2:34][C:35]3[CH:40]=[CH:39][CH:38]=[CH:37][CH:36]=3)=[CH:28][CH:27]=2)O1.P([O-])([O-])([O-])=O.[K+].[K+].[K+].O1CCOCC1. (5) Given the product [ClH:28].[F:25][C:17]([F:24])([C:18]1[CH:19]=[CH:20][CH:21]=[CH:22][CH:23]=1)[C:14]1[N:13]=[CH:12][C:11]2[C:10]([CH3:27])([CH3:26])[CH2:9][NH:8][C:16]=2[CH:15]=1, predict the reactants needed to synthesize it. The reactants are: C(OC([N:8]1[C:16]2[CH:15]=[C:14]([C:17]([F:25])([F:24])[C:18]3[CH:23]=[CH:22][CH:21]=[CH:20][CH:19]=3)[N:13]=[CH:12][C:11]=2[C:10]([CH3:27])([CH3:26])[CH2:9]1)=O)(C)(C)C.[ClH:28]. (6) Given the product [S:1]1[C:5]([C:6]2[C:11]([Br:12])=[CH:10][N:9]=[C:8]([NH:18][CH2:19][CH2:20][N:21]3[C:25]4([CH2:30][CH2:29][CH2:28][CH2:27][CH2:26]4)[C:24](=[O:31])[NH:23][C:22]3=[O:32])[N:7]=2)=[CH:4][C:3]2[CH:14]=[CH:15][CH:16]=[CH:17][C:2]1=2, predict the reactants needed to synthesize it. The reactants are: [S:1]1[C:5]([C:6]2[C:11]([Br:12])=[CH:10][N:9]=[C:8](Cl)[N:7]=2)=[CH:4][C:3]2[CH:14]=[CH:15][CH:16]=[CH:17][C:2]1=2.[NH2:18][CH2:19][CH2:20][N:21]1[C:25]2([CH2:30][CH2:29][CH2:28][CH2:27][CH2:26]2)[C:24](=[O:31])[NH:23][C:22]1=[O:32].C(N(C(C)C)CC)(C)C. (7) Given the product [CH2:26]([O:28][C:4]1[N:9]=[C:8]([C:10]2[C:18]([C:19]3[CH:24]=[CH:23][C:22]([F:25])=[CH:21][CH:20]=3)=[C:13]3[CH:14]=[CH:15][CH:16]=[CH:17][N:12]3[N:11]=2)[CH:7]=[CH:6][CH:5]=1)[CH3:27], predict the reactants needed to synthesize it. The reactants are: [H-].[Na+].Cl[C:4]1[N:9]=[C:8]([C:10]2[C:18]([C:19]3[CH:24]=[CH:23][C:22]([F:25])=[CH:21][CH:20]=3)=[C:13]3[CH:14]=[CH:15][CH:16]=[CH:17][N:12]3[N:11]=2)[CH:7]=[CH:6][CH:5]=1.[CH2:26]([OH:28])[CH3:27]. (8) Given the product [CH2:21]([N:1]1[CH:5]=[CH:4][N:3]=[CH:2]1)[CH2:20][CH2:19][CH2:18][CH2:17][CH2:16][CH2:15][CH2:14][CH2:13][CH2:12][CH2:11][CH2:10][CH2:9][CH2:8][CH2:7][CH3:6], predict the reactants needed to synthesize it. The reactants are: [NH:1]1[CH:5]=[CH:4][N:3]=[CH:2]1.[CH2:6](Br)[CH2:7][CH2:8][CH2:9][CH2:10][CH2:11][CH2:12][CH2:13][CH2:14][CH2:15][CH2:16][CH2:17][CH2:18][CH2:19][CH2:20][CH3:21]. (9) Given the product [C:1]([O:5][C:6]([N:8]1[CH2:12][CH2:11][CH2:10][C@H:9]1[CH2:13][CH2:14][OH:15])=[O:7])([CH3:4])([CH3:3])[CH3:2], predict the reactants needed to synthesize it. The reactants are: [C:1]([O:5][C:6]([N:8]1[CH2:12][CH2:11][CH2:10][C@H:9]1[CH2:13][C:14](O)=[O:15])=[O:7])([CH3:4])([CH3:3])[CH3:2].B.O1CCCC1.O. (10) Given the product [Br:1][C:2]1[C:12]2[CH2:13][CH2:24][CH:23]([C:22]([O:26][CH3:27])=[O:25])[C:7](=[O:9])[C:6]=2[CH:5]=[N:4][CH:3]=1, predict the reactants needed to synthesize it. The reactants are: [Br:1][C:2]1[CH:3]=[N:4][CH:5]=[C:6]([C:12]=1[CH3:13])[C:7]([O:9]CC)=O.[Li+].CC([N-]C(C)C)C.[C:22]([O:26][CH3:27])(=[O:25])[CH:23]=[CH2:24].CC(O)=O.